This data is from Blood-brain barrier permeability classification from the B3DB database. The task is: Regression/Classification. Given a drug SMILES string, predict its absorption, distribution, metabolism, or excretion properties. Task type varies by dataset: regression for continuous measurements (e.g., permeability, clearance, half-life) or binary classification for categorical outcomes (e.g., BBB penetration, CYP inhibition). Dataset: b3db_classification. The molecule is Cn1nnc2c(C(N)=O)ncn2c1=O. The result is 1 (penetrates BBB).